Task: Binary classification across 12 toxicity assays.. Dataset: Tox21: 12 toxicity assays (nuclear receptors and stress response pathways) (1) The molecule is NC(=O)NS(=O)(=O)c1ccc(N)cc1. It tested positive (active) for: NR-AR (Androgen Receptor agonist activity), and NR-AR-LBD (Androgen Receptor Ligand Binding Domain agonist). (2) The molecule is CC(=O)OCC(=O)[C@@]12OC3(CCCC3)O[C@@H]1C[C@H]1[C@@H]3CCC4=CC(=O)C=C[C@]4(C)[C@@]3(F)[C@@H](O)C[C@@]12C. It tested positive (active) for: NR-AR (Androgen Receptor agonist activity). (3) The compound is C#C[C@]1(O)CC[C@H]2[C@@H]3CCc4cc(OC5CCCC5)ccc4[C@H]3CC[C@@]21C. It tested positive (active) for: NR-ER (Estrogen Receptor agonist activity), and NR-ER-LBD (Estrogen Receptor Ligand Binding Domain agonist).